Task: Predict the reactants needed to synthesize the given product.. Dataset: Full USPTO retrosynthesis dataset with 1.9M reactions from patents (1976-2016) (1) The reactants are: C(N(CC)C(C)C)(C)C.CN(C(ON1N=NC2C=CC=NC1=2)=[N+](C)C)C.F[P-](F)(F)(F)(F)F.[F:34][C:35]1[CH:74]=[N:73][C:38]2[N:39]([C:64]3[CH:65]=[C:66]([CH:70]=[CH:71][CH:72]=3)[C:67]([OH:69])=O)[C:40](=[O:63])[N:41]([C@H:44]3[CH2:49][CH2:48][C@@H:47]([NH:50][C:51]([C:53]4[N:54]=[C:55]5[CH:60]=[CH:59][C:58]([F:61])=[CH:57][N:56]5[CH:62]=4)=[O:52])[CH2:46][CH2:45]3)[C:42](=[O:43])[C:37]=2[CH:36]=1.[CH2:75]([NH2:82])[C:76]1[CH:81]=[CH:80][CH:79]=[CH:78][CH:77]=1. Given the product [CH2:75]([NH:82][C:67]([C:66]1[CH:65]=[C:64]([N:39]2[C:38]3[N:73]=[CH:74][C:35]([F:34])=[CH:36][C:37]=3[C:42](=[O:43])[N:41]([C@@H:44]3[CH2:45][CH2:46][C@H:47]([NH:50][C:51]([C:53]4[N:54]=[C:55]5[CH:60]=[CH:59][C:58]([F:61])=[CH:57][N:56]5[CH:62]=4)=[O:52])[CH2:48][CH2:49]3)[C:40]2=[O:63])[CH:72]=[CH:71][CH:70]=1)=[O:69])[C:76]1[CH:81]=[CH:80][CH:79]=[CH:78][CH:77]=1, predict the reactants needed to synthesize it. (2) Given the product [F:28][C:25]1[CH:24]=[CH:23][C:22]([O:21][CH2:20][CH2:19][N:17]([CH3:18])[C:13]2[N:12]=[C:11]([C:9]3[S:10][C:6]([C:4]([OH:5])=[O:3])=[C:7]([CH3:29])[N:8]=3)[CH:16]=[N:15][CH:14]=2)=[CH:27][CH:26]=1, predict the reactants needed to synthesize it. The reactants are: C([O:3][C:4]([C:6]1[S:10][C:9]([C:11]2[CH:16]=[N:15][CH:14]=[C:13]([N:17]([CH2:19][CH2:20][O:21][C:22]3[CH:27]=[CH:26][C:25]([F:28])=[CH:24][CH:23]=3)[CH3:18])[N:12]=2)=[N:8][C:7]=1[CH3:29])=[O:5])C.[OH-].[Na+]. (3) The reactants are: [O:1]=[C:2]1[C:10]2[C:5](=[CH:6][CH:7]=[CH:8][CH:9]=2)[C:4](=O)[N:3]1[CH:12]([CH2:22][C:23]1[CH:28]=CC=C[C:24]=1C=C)[C:13]([O:15]CC[Si](C)(C)C)=[O:14].O=[O+][O-]. Given the product [NH2:3][CH:2]1[C:2](=[O:1])[N:3]([CH:12]([CH2:22][CH:23]([CH3:24])[CH3:28])[C:13]([O:15][C:23]([CH3:28])([CH3:24])[CH3:22])=[O:14])[CH2:4][C:5]2[CH:6]=[CH:7][CH:8]=[CH:9][C:10]=2[CH2:10]1, predict the reactants needed to synthesize it. (4) Given the product [OH:10][C:11]1[CH:16]=[CH:15][C:14]([S:17]([O-:20])(=[O:18])=[O:19])=[CH:13][CH:12]=1.[CH2:1]([N+:5]1([CH3:11])[CH2:9][CH2:8][CH2:7][CH2:6]1)[CH2:2][CH2:3][CH3:4], predict the reactants needed to synthesize it. The reactants are: [CH2:1]([N:5]1[CH2:9][CH2:8][CH2:7][CH2:6]1)[CH2:2][CH2:3][CH3:4].[OH:10][C:11]1[CH:16]=[CH:15][C:14]([S:17]([OH:20])(=[O:19])=[O:18])=[CH:13][CH:12]=1. (5) Given the product [C:1]([O:5][C:6](=[O:36])[NH:7][C:8]1([C:12]2[CH:13]=[CH:14][C:15]([C:18]3[C:27]([C:28]4[CH:29]=[CH:30][CH:31]=[CH:32][CH:33]=4)=[CH:26][C:25]4[C:24]5=[N:34][N:35]=[C:65]([C:63]6[N:62]=[CH:61][N:60]([CH3:59])[CH:64]=6)[N:23]5[CH2:22][CH2:21][C:20]=4[N:19]=3)=[CH:16][CH:17]=2)[CH2:11][CH2:10][CH2:9]1)([CH3:4])([CH3:2])[CH3:3], predict the reactants needed to synthesize it. The reactants are: [C:1]([O:5][C:6](=[O:36])[NH:7][C:8]1([C:12]2[CH:17]=[CH:16][C:15]([C:18]3[C:27]([C:28]4[CH:33]=[CH:32][CH:31]=[CH:30][CH:29]=4)=[CH:26][C:25]4[C:24](=[N:34][NH2:35])[NH:23][CH2:22][CH2:21][C:20]=4[N:19]=3)=[CH:14][CH:13]=2)[CH2:11][CH2:10][CH2:9]1)([CH3:4])([CH3:3])[CH3:2].CCN=C=NCCCN(C)C.C1C=CC2N(O)N=NC=2C=1.O.[CH3:59][N:60]1[CH:64]=[C:63]([C:65](O)=O)[N:62]=[CH:61]1. (6) Given the product [Br:1][C:2]1[CH:7]=[CH:6][C:5]([CH2:12][CH2:11][CH:10]=[O:13])=[C:4]([CH3:9])[CH:3]=1, predict the reactants needed to synthesize it. The reactants are: [Br:1][C:2]1[CH:7]=[CH:6][C:5](I)=[C:4]([CH3:9])[CH:3]=1.[CH2:10]([OH:13])[CH:11]=[CH2:12].C(=O)(O)[O-].[Na+].